From a dataset of Reaction yield outcomes from USPTO patents with 853,638 reactions. Predict the reaction yield, written as a fraction of the theoretical maximum amount of product (1.0 means a 100% yield; for example, 0.34 means a 34% yield). The reactants are [Cl:1][C:2]1[CH:7]=[CH:6][N:5]=[C:4]([C:8]([NH:10][CH3:11])=[O:9])[CH:3]=1.C(O)C.C(Cl)(=O)C. The catalyst is C1(C)C=CC=CC=1. The product is [ClH:1].[Cl:1][C:2]1[CH:7]=[CH:6][N:5]=[C:4]([C:8]([NH:10][CH3:11])=[O:9])[CH:3]=1. The yield is 1.00.